From a dataset of Reaction yield outcomes from USPTO patents with 853,638 reactions. Predict the reaction yield, written as a fraction of the theoretical maximum amount of product (1.0 means a 100% yield; for example, 0.34 means a 34% yield). (1) The reactants are [CH:1]([O:4][C:5]([C:7]1[C@@H:8]([C:35]2[CH:40]=[CH:39][CH:38]=[C:37]([N+:41]([O-:43])=[O:42])[CH:36]=2)[C:9]([C:15]([O:17][CH:18]2[CH2:21][N:20]([CH:22]([C:29]3[CH:34]=[CH:33][CH:32]=[CH:31][CH:30]=3)[C:23]3[CH:28]=[CH:27][CH:26]=[CH:25][CH:24]=3)[CH2:19]2)=[O:16])=[C:10]([NH2:14])[NH:11][C:12]=1[CH3:13])=[O:6])([CH3:3])[CH3:2].[S:44](=[O:48])(=[O:47])([OH:46])[OH:45]. The catalyst is C(OCC)(=O)C. The product is [OH2:4].[OH2:45].[S:44]([O:46][S:44]([OH:47])(=[O:46])=[O:45])([OH:45])(=[O:48])=[O:47].[CH:1]([O:4][C:5]([C:7]1[C@@H:8]([C:35]2[CH:40]=[CH:39][CH:38]=[C:37]([N+:41]([O-:43])=[O:42])[CH:36]=2)[C:9]([C:15]([O:17][CH:18]2[CH2:19][N:20]([CH:22]([C:29]3[CH:34]=[CH:33][CH:32]=[CH:31][CH:30]=3)[C:23]3[CH:28]=[CH:27][CH:26]=[CH:25][CH:24]=3)[CH2:21]2)=[O:16])=[C:10]([NH2:14])[NH:11][C:12]=1[CH3:13])=[O:6])([CH3:3])[CH3:2]. The yield is 0.700. (2) The reactants are [Cl:1][C:2]1[C:3]([C:10]([OH:12])=O)=[N:4][C:5]([S:8][CH3:9])=[N:6][CH:7]=1.O.[NH2:14][NH2:15]. The catalyst is C1COCC1.O. The product is [Cl:1][C:2]1[C:3]([C:10]([NH:14][NH2:15])=[O:12])=[N:4][C:5]([S:8][CH3:9])=[N:6][CH:7]=1. The yield is 0.580. (3) The reactants are [CH:1]1([CH2:4][O:5][C:6]2[N:11]=[C:10]([C:12]([OH:14])=O)[CH:9]=[CH:8][C:7]=2[N:15]2[CH2:18][C:17]([F:20])([F:19])[CH2:16]2)[CH2:3][CH2:2]1.Cl.[CH:22]1([C:25]2([F:29])[CH2:28][NH:27][CH2:26]2)[CH2:24][CH2:23]1. No catalyst specified. The product is [CH:22]1([C:25]2([F:29])[CH2:28][N:27]([C:12]([C:10]3[CH:9]=[CH:8][C:7]([N:15]4[CH2:18][C:17]([F:20])([F:19])[CH2:16]4)=[C:6]([O:5][CH2:4][CH:1]4[CH2:2][CH2:3]4)[N:11]=3)=[O:14])[CH2:26]2)[CH2:24][CH2:23]1. The yield is 0.300.